From a dataset of Full USPTO retrosynthesis dataset with 1.9M reactions from patents (1976-2016). Predict the reactants needed to synthesize the given product. (1) Given the product [CH3:1][C:2]1[C:10]2[C:9](=[O:11])[NH:8][C:7]([C:12]([NH:14][CH2:15][C:16]3[CH:21]=[CH:20][CH:19]=[C:18]([CH2:22][NH:23][C:24]([C:26]4[N:30]=[CH:29][NH:28][N:27]=4)=[O:25])[CH:17]=3)=[O:13])=[N:6][C:5]=2[S:4][CH:3]=1, predict the reactants needed to synthesize it. The reactants are: [CH3:1][C:2]1[C:10]2[C:9](=[O:11])[NH:8][C:7]([C:12]([NH:14][CH2:15][C:16]3[CH:21]=[CH:20][CH:19]=[C:18]([CH2:22][NH:23][C:24]([C:26]4[N:30]=[CH:29][N:28](C(C5C=CC=CC=5)(C5C=CC=CC=5)C5C=CC=CC=5)[N:27]=4)=[O:25])[CH:17]=3)=[O:13])=[N:6][C:5]=2[S:4][CH:3]=1.C([SiH](CC)CC)C.FC(F)(F)C(O)=O. (2) Given the product [CH3:1][N:2]([CH3:34])[C:3]1[C:12]2[C:7](=[CH:8][CH:9]=[CH:10][CH:11]=2)[C:6]([C@H:13]2[N:17]3[C:18](=[O:30])[N:19]([CH2:22][CH2:23][N:24]4[CH2:25][CH2:26][O:27][CH2:28][CH2:29]4)[C:20](=[O:21])[C:16]43[CH2:31][N:32]([CH2:42][C:41]3[CH:44]=[CH:45][C:38]([O:37][CH2:35][CH3:36])=[C:39]([OH:46])[CH:40]=3)[CH2:33][C@H:15]4[CH2:14]2)=[CH:5][CH:4]=1, predict the reactants needed to synthesize it. The reactants are: [CH3:1][N:2]([CH3:34])[C:3]1[C:12]2[C:7](=[CH:8][CH:9]=[CH:10][CH:11]=2)[C:6]([C@H:13]2[N:17]3[C:18](=[O:30])[N:19]([CH2:22][CH2:23][N:24]4[CH2:29][CH2:28][O:27][CH2:26][CH2:25]4)[C:20](=[O:21])[C:16]43[CH2:31][NH:32][CH2:33][C@H:15]4[CH2:14]2)=[CH:5][CH:4]=1.[CH2:35]([O:37][C:38]1[CH:45]=[CH:44][C:41]([CH:42]=O)=[CH:40][C:39]=1[OH:46])[CH3:36].C(O[BH-](OC(=O)C)OC(=O)C)(=O)C.[Na+].